From a dataset of Experimentally validated miRNA-target interactions with 360,000+ pairs, plus equal number of negative samples. Binary Classification. Given a miRNA mature sequence and a target amino acid sequence, predict their likelihood of interaction. (1) The miRNA is hsa-miR-4715-5p with sequence AAGUUGGCUGCAGUUAAGGUGG. The protein sequence of the target gene is MAAAAAAGSGTPREEEGPAGEAAASQPQAPTSVPGARLSRLPLARVKALVKADPDVTLAGQEAIFILARAAELFVETIAKDAYCCAQQGKRKTLQRRDLDNAIEAVDEFAFLEGTLD. Result: 0 (no interaction). (2) The miRNA is mmu-miR-135a-5p with sequence UAUGGCUUUUUAUUCCUAUGUGA. The protein sequence of the target gene is MVPGARGGGALARAAGRGLLALLLAVSAPLRLQAEELGDGCGHLVTYQDSGTMTSKNYPGTYPNHTVCEKTITVPKGKRLILRLGDLDIESQTCASDYLLFTSSSDQYGPYCGSMTVPKELLLNTSEVTVRFESGSHISGRGFLLTYASSDHPDLITCLERASHYLKTEYSKFCPAGCRDVAGDISGNMVDGYRDTSLLCKAAIHAGIIADELGGQISVLQRKGISRYEGILANGVLSRDGSLSDKRFLFTSNGCSRSLSFEPDGQIRASSSWQSVNESGDQVHWSPGQARLQDQGPSWA.... Result: 0 (no interaction). (3) The miRNA is hsa-miR-3150a-5p with sequence CAACCUCGACGAUCUCCUCAGC. The protein sequence of the target gene is MRSEFWFPSMGSLLPPVLLLWLLSCPRLQLGHAQDPAMVHLPGGRFLMGTDAPDGRDGEGPAREVTVKPFAIDIFPVTNKDFREFVREKKYQTEAEAFGWSFVFEDFVSPELRKQENLMPAVHWWQPVPKAFWRQPAGPGSGIREKLELPVVHVSWNDAGAYCAWRGRRLPTEEEWEFAARGGLKGQVYPWGNRFQPNRTNLWQGKFPKGDKAEDGFHGLSPVNAFPPQNNYGLYDLMGNVWEWTASTYQPAGQDMRVLRGASWIDTADGSANHRARVTTRMGNTPDSASDNLGFRCASS.... Result: 0 (no interaction).